Predict the reactants needed to synthesize the given product. From a dataset of Full USPTO retrosynthesis dataset with 1.9M reactions from patents (1976-2016). (1) Given the product [CH2:4]([O-:5])[CH3:3].[CH2:9]([O-:10])[CH3:8].[CH2:14]([O-:15])[CH3:13].[CH2:19]([O-:20])[CH3:18].[Ti+4:21], predict the reactants needed to synthesize it. The reactants are: CC[CH2:3][CH2:4][O-:5].CC[CH2:8][CH2:9][O-:10].CC[CH2:13][CH2:14][O-:15].CC[CH2:18][CH2:19][O-:20].[Ti+4:21].C(O)CCC. (2) The reactants are: C(N(CC)C(C)C)(C)C.Cl.Cl.[CH3:12][Si:13]([CH3:40])([CH3:39])[CH2:14][CH2:15][O:16][CH2:17][N:18]1[C:22]2[N:23]=[CH:24][N:25]=[C:26]([C:27]3[CH:28]=[N:29][N:30]([C:32]4([CH2:36][C:37]#[N:38])[CH2:35][NH:34][CH2:33]4)[CH:31]=3)[C:21]=2[CH:20]=[CH:19]1.Cl[C:42]1[N:43]=[CH:44][C:45]([C:48]([NH:50][C:51]2([C:54]([F:57])([F:56])[F:55])[CH2:53][CH2:52]2)=[O:49])=[N:46][CH:47]=1.C([O-])(O)=O.[Na+]. Given the product [C:37]([CH2:36][C:32]1([N:30]2[CH:31]=[C:27]([C:26]3[C:21]4[CH:20]=[CH:19][N:18]([CH2:17][O:16][CH2:15][CH2:14][Si:13]([CH3:39])([CH3:12])[CH3:40])[C:22]=4[N:23]=[CH:24][N:25]=3)[CH:28]=[N:29]2)[CH2:33][N:34]([C:42]2[N:43]=[CH:44][C:45]([C:48]([NH:50][C:51]3([C:54]([F:57])([F:56])[F:55])[CH2:52][CH2:53]3)=[O:49])=[N:46][CH:47]=2)[CH2:35]1)#[N:38], predict the reactants needed to synthesize it. (3) The reactants are: [C:1]([C:3]1[CH:4]=[CH:5][C:6]([C:9]2[N:13]([C:14]3[CH:15]=[N:16][CH:17]=[CH:18][CH:19]=3)[N:12]=[C:11]([C:20]([OH:22])=O)[CH:10]=2)=[N:7][CH:8]=1)#[N:2].[CH2:23]([NH2:28])[C:24]([CH3:27])([CH3:26])[CH3:25]. Given the product [CH3:25][C:24]([CH3:27])([CH3:26])[CH2:23][NH:28][C:20]([C:11]1[CH:10]=[C:9]([C:6]2[CH:5]=[CH:4][C:3]([C:1]#[N:2])=[CH:8][N:7]=2)[N:13]([C:14]2[CH:15]=[N:16][CH:17]=[CH:18][CH:19]=2)[N:12]=1)=[O:22], predict the reactants needed to synthesize it. (4) Given the product [CH2:1]([O:3][C:4](=[O:20])[C@@H:5]([CH:17]([CH3:19])[CH3:18])[NH:6][S:7]([C:10]1[CH:15]=[CH:14][C:13]([S:27][C:21]2[CH:26]=[CH:25][CH:24]=[CH:23][CH:22]=2)=[CH:12][CH:11]=1)(=[O:9])=[O:8])[CH3:2], predict the reactants needed to synthesize it. The reactants are: [CH2:1]([O:3][C:4](=[O:20])[C@@H:5]([CH:17]([CH3:19])[CH3:18])[NH:6][S:7]([C:10]1[CH:15]=[CH:14][C:13](F)=[CH:12][CH:11]=1)(=[O:9])=[O:8])[CH3:2].[C:21]1([SH:27])[CH:26]=[CH:25][CH:24]=[CH:23][CH:22]=1.C(=O)([O-])[O-].[K+].[K+].O.